This data is from Forward reaction prediction with 1.9M reactions from USPTO patents (1976-2016). The task is: Predict the product of the given reaction. (1) The product is: [CH:7]1[CH2:8][CH2:9][CH2:10][CH2:11][CH:12]=1.[CH3:26][C:21](=[O:3])[O:22][CH2:23][CH3:24]. Given the reactants C([O-])(=[O:3])C.[K+].Cl[C:7]1[C:8](F)=[CH:9][C:10](I)=[C:11](N(CC(F)(F)F)C(C2C=NN([CH:21]3[CH2:26]C[CH2:24][CH2:23][O:22]3)C=2)=O)[CH:12]=1.O, predict the reaction product. (2) Given the reactants Br[C:2]1[C:7]([CH3:8])=[CH:6][C:5]([NH:9][C:10]([NH:12][C:13]2[CH:18]=[C:17]([C:19]([F:22])([F:21])[F:20])[CH:16]=[CH:15][C:14]=2[F:23])=[O:11])=[C:4]([F:24])[CH:3]=1.[B:25]1([B:25]2[O:29][C:28]([CH3:31])([CH3:30])[C:27]([CH3:33])([CH3:32])[O:26]2)[O:29][C:28]([CH3:31])([CH3:30])[C:27]([CH3:33])([CH3:32])[O:26]1.CC([O-])=O.[K+].CCOC(C)=O, predict the reaction product. The product is: [F:24][C:4]1[CH:3]=[C:2]([B:25]2[O:29][C:28]([CH3:31])([CH3:30])[C:27]([CH3:33])([CH3:32])[O:26]2)[C:7]([CH3:8])=[CH:6][C:5]=1[NH:9][C:10]([NH:12][C:13]1[CH:18]=[C:17]([C:19]([F:22])([F:21])[F:20])[CH:16]=[CH:15][C:14]=1[F:23])=[O:11]. (3) Given the reactants [C:1]([O:5][C:6]([NH:8][CH2:9][CH2:10][O:11][C:12]1[CH:17]=[CH:16][C:15]([CH2:18][CH:19](O)[C:20]([O:22][CH3:23])=O)=[CH:14][CH:13]=1)=[O:7])([CH3:4])([CH3:3])[CH3:2].C1([SH:31])C=CC=CC=1.[C:32]1(P([C:32]2[CH:37]=[CH:36][CH:35]=[CH:34][CH:33]=2)[C:32]2[CH:37]=[CH:36][CH:35]=[CH:34][CH:33]=2)[CH:37]=[CH:36][CH:35]=[CH:34][CH:33]=1.CCOC(/N=N/C(OCC)=O)=O, predict the reaction product. The product is: [C:1]([O:5][C:6]([NH:8][CH2:9][CH2:10][O:11][C:12]1[CH:17]=[CH:16][C:15]([CH2:18][CH:19]([C:32]2[CH:37]=[CH:36][CH:35]=[CH:34][CH:33]=2)[C:20]([O:22][CH3:23])=[S:31])=[CH:14][CH:13]=1)=[O:7])([CH3:4])([CH3:3])[CH3:2].